This data is from NCI-60 drug combinations with 297,098 pairs across 59 cell lines. The task is: Regression. Given two drug SMILES strings and cell line genomic features, predict the synergy score measuring deviation from expected non-interaction effect. (1) Drug 1: C1=C(C(=O)NC(=O)N1)F. Drug 2: CC12CCC3C(C1CCC2OP(=O)(O)O)CCC4=C3C=CC(=C4)OC(=O)N(CCCl)CCCl.[Na+]. Cell line: NCI-H322M. Synergy scores: CSS=40.5, Synergy_ZIP=5.32, Synergy_Bliss=4.81, Synergy_Loewe=-2.67, Synergy_HSA=5.48. (2) Drug 1: CCC1=C2CN3C(=CC4=C(C3=O)COC(=O)C4(CC)O)C2=NC5=C1C=C(C=C5)O. Drug 2: C1=CN(C=N1)CC(O)(P(=O)(O)O)P(=O)(O)O. Cell line: HS 578T. Synergy scores: CSS=16.3, Synergy_ZIP=-3.39, Synergy_Bliss=0.915, Synergy_Loewe=-34.9, Synergy_HSA=-0.277. (3) Drug 1: C1C(C(OC1N2C=C(C(=O)NC2=O)F)CO)O. Drug 2: CCC1(CC2CC(C3=C(CCN(C2)C1)C4=CC=CC=C4N3)(C5=C(C=C6C(=C5)C78CCN9C7C(C=CC9)(C(C(C8N6C=O)(C(=O)OC)O)OC(=O)C)CC)OC)C(=O)OC)O.OS(=O)(=O)O. Cell line: SNB-75. Synergy scores: CSS=18.9, Synergy_ZIP=-6.17, Synergy_Bliss=1.95, Synergy_Loewe=-1.06, Synergy_HSA=1.33. (4) Cell line: HL-60(TB). Synergy scores: CSS=15.2, Synergy_ZIP=-0.923, Synergy_Bliss=0.982, Synergy_Loewe=6.39, Synergy_HSA=2.34. Drug 1: CCCCCOC(=O)NC1=NC(=O)N(C=C1F)C2C(C(C(O2)C)O)O. Drug 2: C1=NNC2=C1C(=O)NC=N2. (5) Drug 1: C1CN1P(=S)(N2CC2)N3CC3. Drug 2: CS(=O)(=O)OCCCCOS(=O)(=O)C. Cell line: NCI-H322M. Synergy scores: CSS=3.10, Synergy_ZIP=0.323, Synergy_Bliss=3.20, Synergy_Loewe=2.41, Synergy_HSA=2.42. (6) Drug 1: C1CCC(C1)C(CC#N)N2C=C(C=N2)C3=C4C=CNC4=NC=N3. Drug 2: CC12CCC(CC1=CCC3C2CCC4(C3CC=C4C5=CN=CC=C5)C)O. Cell line: U251. Synergy scores: CSS=6.53, Synergy_ZIP=-2.17, Synergy_Bliss=-0.729, Synergy_Loewe=-2.37, Synergy_HSA=-0.405.